From a dataset of NCI-60 drug combinations with 297,098 pairs across 59 cell lines. Regression. Given two drug SMILES strings and cell line genomic features, predict the synergy score measuring deviation from expected non-interaction effect. (1) Drug 1: CC1=CC=C(C=C1)C2=CC(=NN2C3=CC=C(C=C3)S(=O)(=O)N)C(F)(F)F. Synergy scores: CSS=3.00, Synergy_ZIP=-0.0416, Synergy_Bliss=2.97, Synergy_Loewe=-1.23, Synergy_HSA=-0.0788. Drug 2: CC1=C(C=C(C=C1)C(=O)NC2=CC(=CC(=C2)C(F)(F)F)N3C=C(N=C3)C)NC4=NC=CC(=N4)C5=CN=CC=C5. Cell line: CCRF-CEM. (2) Drug 1: CS(=O)(=O)C1=CC(=C(C=C1)C(=O)NC2=CC(=C(C=C2)Cl)C3=CC=CC=N3)Cl. Drug 2: CC1=C(C=C(C=C1)C(=O)NC2=CC(=CC(=C2)C(F)(F)F)N3C=C(N=C3)C)NC4=NC=CC(=N4)C5=CN=CC=C5. Cell line: KM12. Synergy scores: CSS=16.7, Synergy_ZIP=-12.2, Synergy_Bliss=-5.46, Synergy_Loewe=-3.60, Synergy_HSA=-0.666.